Dataset: Human liver microsome stability data. Task: Regression/Classification. Given a drug SMILES string, predict its absorption, distribution, metabolism, or excretion properties. Task type varies by dataset: regression for continuous measurements (e.g., permeability, clearance, half-life) or binary classification for categorical outcomes (e.g., BBB penetration, CYP inhibition). Dataset: hlm. (1) The molecule is Nc1nccc2cc(O[C@H]3CCCNC3)ccc12. The result is 0 (unstable in human liver microsomes). (2) The compound is O=C(Nc1ccc(-c2cn[nH]c2)cc1F)C1COc2ccccc2C1. The result is 0 (unstable in human liver microsomes). (3) The drug is O=C(Nc1cc2ccnc(O)c2cc1Cl)C1CNCCC1c1ccccc1. The result is 0 (unstable in human liver microsomes). (4) The molecule is CCc1c2nc(-c3cc(S(=O)(=O)N4CCN(C)CC4)cnc3OCCOC)nc(O)c2nn1CC(C)C. The result is 1 (stable in human liver microsomes). (5) The compound is COCCCn1cc(CN2CCN(c3cc(C(=O)Nc4ccc5c(c4)-c4c(c(C(N)=O)nn4-c4ccc(F)cc4)CC5)c(Cl)cn3)CC2)cn1. The result is 1 (stable in human liver microsomes). (6) The drug is CSc1nc2c3ccccc3ccn2c(=N)c1S(=O)(=O)c1ccccc1. The result is 1 (stable in human liver microsomes). (7) The compound is O=C(O)C=Cc1ccc(NC(=O)C2(NC(=O)c3ccc4c(c3)nc(-c3ccccn3)n4C3CCCCC3)CCCC2)cc1. The result is 0 (unstable in human liver microsomes). (8) The drug is CCCc1sc(-c2ccc(OC)c(OCCF)c2)nc1C(C)Sc1nc(N)cc(N)n1. The result is 1 (stable in human liver microsomes). (9) The drug is COc1cc2c(=O)n(CC3CCCCC3)c3c4cc[nH]c4ncc3c2cc1OC. The result is 1 (stable in human liver microsomes).